From a dataset of Forward reaction prediction with 1.9M reactions from USPTO patents (1976-2016). Predict the product of the given reaction. (1) Given the reactants C([N:8]1[CH2:14][CH2:13][CH2:12][C@H:9]1C=O)(OC(C)(C)C)=O.C([Cl:18])(=O)C.[CH:19](OC)([O:22][CH3:23])[O:20][CH3:21], predict the reaction product. The product is: [ClH:18].[CH3:21][O:20][CH:19]([O:22][CH3:23])[C@@H:9]1[CH2:12][CH2:13][CH2:14][NH:8]1. (2) Given the reactants [N:1]1([C:7]2[N:8]=[N:9][CH:10]=[CH:11][C:12]=2[NH2:13])[CH2:6][CH2:5][CH2:4][CH2:3][CH2:2]1.C([C:16]1[N:17]=[C:18]([C:29]([OH:31])=O)[N:19]([CH2:21][O:22][CH2:23][CH2:24][Si:25]([CH3:28])([CH3:27])[CH3:26])[CH:20]=1)#N.[K+].[C:33](C1N=C(C([O-])=O)N(COCC[Si](C)(C)C)C=1)#[N:34], predict the reaction product. The product is: [N:1]1([C:7]2[N:8]=[N:9][CH:10]=[CH:11][C:12]=2[NH:13][C:29]([C:18]2[N:19]([CH2:21][O:22][CH2:23][CH2:24][Si:25]([CH3:26])([CH3:27])[CH3:28])[C:20]([C:33]#[N:34])=[CH:16][N:17]=2)=[O:31])[CH2:6][CH2:5][CH2:4][CH2:3][CH2:2]1. (3) Given the reactants [F:1][C:2]1[CH:7]=[CH:6][C:5]([F:8])=[CH:4][C:3]=1[C@H:9]1[CH2:13][CH2:12][CH2:11][N:10]1[C:14]1[CH:19]=[CH:18][N:17]2[N:20]=[CH:21][C:22](/[CH:23]=[CH:24]/[C:25]([N:27]3[CH2:32][CH2:31][NH:30][CH2:29][CH2:28]3)=[O:26])=[C:16]2[N:15]=1.[CH:33](=O)[CH3:34].[Na].C(O)(=O)C.[OH-].[Na+], predict the reaction product. The product is: [F:1][C:2]1[CH:7]=[CH:6][C:5]([F:8])=[CH:4][C:3]=1[C@H:9]1[CH2:13][CH2:12][CH2:11][N:10]1[C:14]1[CH:19]=[CH:18][N:17]2[N:20]=[CH:21][C:22](/[CH:23]=[CH:24]/[C:25]([N:27]3[CH2:28][CH2:29][N:30]([CH2:33][CH3:34])[CH2:31][CH2:32]3)=[O:26])=[C:16]2[N:15]=1. (4) The product is: [CH3:6][CH:7]1[CH:11]([C:12]2[CH:17]=[CH:16][CH:15]=[CH:14][CH:13]=2)[O:10][C:9](=[O:18])[NH:8]1. Given the reactants [Li]CCCC.[CH3:6][C@@H:7]1[C@H:11]([C:12]2[CH:17]=[CH:16][CH:15]=[CH:14][CH:13]=2)[O:10][C:9](=[O:18])[NH:8]1.ClC1C=CC(CCC(Cl)=O)=CC=1, predict the reaction product.